From a dataset of Forward reaction prediction with 1.9M reactions from USPTO patents (1976-2016). Predict the product of the given reaction. (1) Given the reactants Cl.[CH3:2][N:3]1[C:7]2=[N:8][C:9]([O:12][CH2:13][C:14]3[CH:19]=[CH:18][CH:17]=[CH:16][N:15]=3)=[CH:10][CH:11]=[C:6]2[C:5]([N:20]2[CH2:25][CH2:24][NH:23][CH2:22][C:21]2=[O:26])=[CH:4]1.C(N(CC)CC)C.[C:34](Cl)(=[O:39])[O:35][CH2:36][CH2:37][F:38], predict the reaction product. The product is: [CH3:2][N:3]1[C:7]2=[N:8][C:9]([O:12][CH2:13][C:14]3[CH:19]=[CH:18][CH:17]=[CH:16][N:15]=3)=[CH:10][CH:11]=[C:6]2[C:5]([N:20]2[CH2:25][CH2:24][N:23]([C:34]([O:35][CH2:36][CH2:37][F:38])=[O:39])[CH2:22][C:21]2=[O:26])=[CH:4]1. (2) The product is: [Br:10][CH2:9][C:5]1[CH:4]=[C:3]([CH:8]=[CH:7][CH:6]=1)[CH2:2][P:11](=[O:18])([O:15][CH2:16][CH3:17])[O:12][CH2:13][CH3:14]. Given the reactants Br[CH2:2][C:3]1[CH:8]=[CH:7][CH:6]=[C:5]([CH2:9][Br:10])[CH:4]=1.[P:11]([O:18]CC)([O:15][CH2:16][CH3:17])[O:12][CH2:13][CH3:14].O, predict the reaction product. (3) The product is: [Cl:33][C:3]1[C:4](=[O:16])[N:5]=[C:6]([C:8]2[CH:13]=[CH:12][CH:11]=[CH:10][C:9]=2[O:14][CH3:15])[NH:7][C:2]=1[CH3:1]. Given the reactants [CH3:1][C:2]1[NH:7][C:6]([C:8]2[CH:13]=[CH:12][CH:11]=[CH:10][C:9]=2[O:14][CH3:15])=[N:5][C:4](=[O:16])[CH:3]=1.CC(C)=O.O.CC1C=CC(S(N[Cl:33])(=O)=O)=CC=1.S(=O)(=O)(O)O, predict the reaction product. (4) Given the reactants [NH2:1][C:2]1([CH2:15][OH:16])[CH2:7][CH2:6][N:5]([C:8]([O:10][C:11]([CH3:14])([CH3:13])[CH3:12])=[O:9])[CH2:4][CH2:3]1.[O:17]1[C:22]2[CH:23]=[CH:24][C:25]([CH:27]=O)=[CH:26][C:21]=2[O:20][CH2:19][CH2:18]1.C(O[BH-](OC(=O)C)OC(=O)C)(=O)C.[Na+].C(=O)([O-])O.[Na+], predict the reaction product. The product is: [O:17]1[C:22]2[CH:23]=[CH:24][C:25]([CH2:27][NH:1][C:2]3([CH2:15][OH:16])[CH2:7][CH2:6][N:5]([C:8]([O:10][C:11]([CH3:12])([CH3:13])[CH3:14])=[O:9])[CH2:4][CH2:3]3)=[CH:26][C:21]=2[O:20][CH2:19][CH2:18]1. (5) Given the reactants [C:1]([C:9]1[CH:10]=[C:11]([CH2:21][C:22]([OH:24])=O)[C:12]2[C:17]([CH:18]=1)=[CH:16][CH:15]=[C:14]([O:19][CH3:20])[CH:13]=2)(=[O:8])[C:2]1[CH:7]=[CH:6][CH:5]=[CH:4][CH:3]=1.[CH2:25]([NH:28][CH2:29][CH2:30][CH3:31])[CH2:26][CH3:27].C1C=CC2N(O)N=NC=2C=1.CCN(C(C)C)C(C)C, predict the reaction product. The product is: [C:1]([C:9]1[CH:10]=[C:11]([CH2:21][C:22]([N:28]([CH2:29][CH2:30][CH3:31])[CH2:25][CH2:26][CH3:27])=[O:24])[C:12]2[C:17]([CH:18]=1)=[CH:16][CH:15]=[C:14]([O:19][CH3:20])[CH:13]=2)(=[O:8])[C:2]1[CH:7]=[CH:6][CH:5]=[CH:4][CH:3]=1. (6) Given the reactants [F:1][CH:2]([F:12])[O:3][C:4]1[N:8]([CH3:9])[N:7]=[C:6]([NH:10][NH2:11])[CH:5]=1.[Cl:13][C:14]1[CH:30]=[CH:29][C:17]([C:18]([CH:20]([C:26](=O)[CH3:27])[CH2:21][C:22]([O:24][CH3:25])=[O:23])=O)=[CH:16][CH:15]=1.O, predict the reaction product. The product is: [Cl:13][C:14]1[CH:15]=[CH:16][C:17]([C:18]2[N:10]([C:6]3[CH:5]=[C:4]([O:3][CH:2]([F:1])[F:12])[N:8]([CH3:9])[N:7]=3)[N:11]=[C:26]([CH3:27])[C:20]=2[CH2:21][C:22]([O:24][CH3:25])=[O:23])=[CH:29][CH:30]=1. (7) Given the reactants CCC(C)[BH-](C(C)CC)C(C)CC.[Li+].[Cl:15][C:16]1[CH:17]=[C:18]([C@@H:22]2[C@@H:27]([C:28]3[CH:33]=[CH:32][C:31]([Cl:34])=[CH:30][CH:29]=3)[N:26]([C@@H:35]([CH:39]3[CH2:41][CH2:40]3)[C:36](=[O:38])[CH3:37])[C:25](=[O:42])[C@:24]([CH2:44][C:45]([OH:47])=[O:46])([CH3:43])[CH2:23]2)[CH:19]=[CH:20][CH:21]=1, predict the reaction product. The product is: [Cl:15][C:16]1[CH:17]=[C:18]([C@@H:22]2[C@@H:27]([C:28]3[CH:33]=[CH:32][C:31]([Cl:34])=[CH:30][CH:29]=3)[N:26]([C@@H:35]([CH:39]3[CH2:41][CH2:40]3)[C@@H:36]([OH:38])[CH3:37])[C:25](=[O:42])[C@:24]([CH2:44][C:45]([OH:47])=[O:46])([CH3:43])[CH2:23]2)[CH:19]=[CH:20][CH:21]=1. (8) Given the reactants Br[C:2]1[CH:7]=[CH:6][C:5]([C:8]2([C:11]([N:13]3[CH2:17][CH2:16][C@@:15]4([C:21]5[CH:22]=[CH:23][CH:24]=[CH:25][C:20]=5[C:19](=[O:26])[O:18]4)[CH2:14]3)=[O:12])[CH2:10][CH2:9]2)=[C:4]([F:27])[CH:3]=1.O1CCCC1.C(P(C(C)(C)C)C(C)(C)C)(C)(C)C.C([Sn](CCCC)(CCCC)[C:51]1[CH:56]=[CH:55][N:54]=[CH:53][CH:52]=1)CCC, predict the reaction product. The product is: [F:27][C:4]1[CH:3]=[C:2]([C:51]2[CH:56]=[CH:55][N:54]=[CH:53][CH:52]=2)[CH:7]=[CH:6][C:5]=1[C:8]1([C:11]([N:13]2[CH2:17][CH2:16][C@@:15]3([C:21]4[CH:22]=[CH:23][CH:24]=[CH:25][C:20]=4[C:19](=[O:26])[O:18]3)[CH2:14]2)=[O:12])[CH2:10][CH2:9]1. (9) Given the reactants [NH2:1][C:2]1[C:3]([CH:12]=[O:13])=[CH:4][CH:5]=[C:6]2[C:11]=1[N:10]=[CH:9][CH:8]=[CH:7]2.[CH2:14]([Mg]Br)[CH3:15], predict the reaction product. The product is: [NH2:1][C:2]1[C:3]([CH:12]([OH:13])[CH2:14][CH3:15])=[CH:4][CH:5]=[C:6]2[C:11]=1[N:10]=[CH:9][CH:8]=[CH:7]2.